Dataset: Forward reaction prediction with 1.9M reactions from USPTO patents (1976-2016). Task: Predict the product of the given reaction. (1) The product is: [C:1]([O:5][C:6]1[N:11]=[CH:10][C:9]([C:12]2[N:21]([S:22]([C:25]3[CH:30]=[CH:29][CH:28]=[CH:27][CH:26]=3)(=[O:24])=[O:23])[C:15]3[N:16]=[CH:17][N:18]=[C:19]([C:43]4[CH:44]=[CH:45][C:38]([O:37][CH:34]5[CH2:35][CH2:36][O:31][CH2:32][CH2:33]5)=[C:39]([CH:42]=4)[C:40]#[N:41])[C:14]=3[CH:13]=2)=[CH:8][CH:7]=1)([CH3:4])([CH3:3])[CH3:2]. Given the reactants [C:1]([O:5][C:6]1[N:11]=[CH:10][C:9]([C:12]2[N:21]([S:22]([C:25]3[CH:30]=[CH:29][CH:28]=[CH:27][CH:26]=3)(=[O:24])=[O:23])[C:15]3[N:16]=[CH:17][N:18]=[C:19](Cl)[C:14]=3[CH:13]=2)=[CH:8][CH:7]=1)([CH3:4])([CH3:3])[CH3:2].[O:31]1[CH2:36][CH2:35][CH:34]([O:37][C:38]2[CH:45]=[CH:44][C:43](B3OC(C)(C)C(C)(C)O3)=[CH:42][C:39]=2[C:40]#[N:41])[CH2:33][CH2:32]1.C(=O)([O-])[O-].[Na+].[Na+], predict the reaction product. (2) The product is: [C:16]([O:20][C:21]([N:23]1[CH2:28][CH2:27][N:26]([CH2:11][C:10]2[CH:13]=[CH:14][CH:15]=[C:8]([C:6]3[CH:5]=[CH:4][N:3]=[C:2]([Cl:1])[N:7]=3)[CH:9]=2)[CH:25]([CH3:29])[CH2:24]1)=[O:22])([CH3:19])([CH3:17])[CH3:18]. Given the reactants [Cl:1][C:2]1[N:7]=[C:6]([C:8]2[CH:9]=[C:10]([CH:13]=[CH:14][CH:15]=2)[CH:11]=O)[CH:5]=[CH:4][N:3]=1.[C:16]([O:20][C:21]([N:23]1[CH2:28][CH2:27][NH:26][C@H:25]([CH3:29])[CH2:24]1)=[O:22])([CH3:19])([CH3:18])[CH3:17], predict the reaction product. (3) The product is: [C:1]([O:5][C:6]([N:8]1[C@@H:12](/[CH:13]=[CH:32]/[C:31]2[CH:34]=[CH:35][CH:36]=[C:29]([Cl:28])[CH:30]=2)[CH2:11][O:10][C:9]1([CH3:26])[CH3:27])=[O:7])([CH3:2])([CH3:3])[CH3:4]. Given the reactants [C:1]([O:5][C:6]([N:8]1[C@@H:12]([CH2:13]S(C2SC3C=CC=CC=3N=2)(=O)=O)[CH2:11][O:10][C:9]1([CH3:27])[CH3:26])=[O:7])([CH3:4])([CH3:3])[CH3:2].[Cl:28][C:29]1[CH:30]=[C:31]([CH:34]=[CH:35][CH:36]=1)[CH:32]=O, predict the reaction product. (4) The product is: [OH:16][CH2:15][C:6]1[CH:7]=[CH:8][C:9]2[C:10]3[S:14][CH:13]=[CH:12][C:11]=3[C:2](=[O:1])[NH:3][C:4]=2[CH:5]=1. Given the reactants [O:1]=[C:2]1[C:11]2[CH:12]=[CH:13][S:14][C:10]=2[C:9]2[CH:8]=[CH:7][C:6]([C:15](O)=[O:16])=[CH:5][C:4]=2[NH:3]1.[H-].[H-].[H-].[H-].[Li+].[Al+3].O.CO, predict the reaction product. (5) Given the reactants Cl[C:2]1[S:3][C:4]2[CH:10]=[C:9]([O:11][CH3:12])[CH:8]=[CH:7][C:5]=2[N:6]=1.[NH:13]1[CH2:18][CH2:17][NH:16][CH2:15][CH2:14]1.C(N(CC)CC)C, predict the reaction product. The product is: [CH3:12][O:11][C:9]1[CH:8]=[CH:7][C:5]2[N:6]=[C:2]([N:13]3[CH2:18][CH2:17][NH:16][CH2:15][CH2:14]3)[S:3][C:4]=2[CH:10]=1. (6) Given the reactants [CH2:1]([CH:8]1[O:12][C:11](=[O:13])[N:10]([C:14]2[CH:19]=[CH:18][C:17](Br)=[CH:16][CH:15]=2)[CH2:9]1)[C:2]1[CH:7]=[CH:6][CH:5]=[CH:4][CH:3]=1.[B:21]1([B:21]2[O:25][C:24]([CH3:27])([CH3:26])[C:23]([CH3:29])([CH3:28])[O:22]2)[O:25][C:24]([CH3:27])([CH3:26])[C:23]([CH3:29])([CH3:28])[O:22]1.ClCCl.C([O-])(=O)C.[K+], predict the reaction product. The product is: [CH2:1]([CH:8]1[O:12][C:11](=[O:13])[N:10]([C:14]2[CH:19]=[CH:18][C:17]([B:21]3[O:25][C:24]([CH3:27])([CH3:26])[C:23]([CH3:29])([CH3:28])[O:22]3)=[CH:16][CH:15]=2)[CH2:9]1)[C:2]1[CH:7]=[CH:6][CH:5]=[CH:4][CH:3]=1. (7) The product is: [C:1]([O:5][C:6]([N:8]1[CH2:9][CH2:10][CH:11]([O:14][C:15]2[CH:20]=[CH:19][C:18]([N+:21]([O-:23])=[O:22])=[CH:17][C:16]=2[C:24]([OH:26])=[O:25])[CH2:12][CH2:13]1)=[O:7])([CH3:4])([CH3:2])[CH3:3]. Given the reactants [C:1]([O:5][C:6]([N:8]1[CH2:13][CH2:12][CH:11]([O:14][C:15]2[CH:20]=[CH:19][C:18]([N+:21]([O-:23])=[O:22])=[CH:17][C:16]=2[C:24]([O:26]CC)=[O:25])[CH2:10][CH2:9]1)=[O:7])([CH3:4])([CH3:3])[CH3:2].[OH-].[K+], predict the reaction product. (8) Given the reactants [Cl:1][C:2]1[CH:7]=[C:6]([C:8]([N:10]2[CH2:15][CH2:14][N:13]([C:16]3[CH:21]=[CH:20][C:19]([CH3:22])=[CH:18][C:17]=3[CH3:23])[CH2:12][CH2:11]2)=[O:9])[CH:5]=[CH:4][C:3]=1[N:24]1[CH2:28][CH:27]([C:29]([N:31]2[CH2:36][CH2:35][N:34]([CH3:37])[CH2:33][CH2:32]2)=[O:30])[CH2:26][C:25]1=[O:38].Cl.C(OCC)(=O)C, predict the reaction product. The product is: [ClH:1].[Cl:1][C:2]1[CH:7]=[C:6]([C:8]([N:10]2[CH2:11][CH2:12][N:13]([C:16]3[CH:21]=[CH:20][C:19]([CH3:22])=[CH:18][C:17]=3[CH3:23])[CH2:14][CH2:15]2)=[O:9])[CH:5]=[CH:4][C:3]=1[N:24]1[CH2:28][CH:27]([C:29]([N:31]2[CH2:36][CH2:35][N:34]([CH3:37])[CH2:33][CH2:32]2)=[O:30])[CH2:26][C:25]1=[O:38]. (9) Given the reactants [C:1]1([C:7]2[O:8][C:9]([C:15]([F:18])([F:17])[F:16])=[C:10]([C:12]([OH:14])=O)[N:11]=2)[CH:6]=[CH:5][CH:4]=[CH:3][CH:2]=1.C(Cl)(=O)C(Cl)=O.[C:25]([O:29][C:30]([N:32]1[CH2:38][CH2:37][CH2:36][N:35]([C:39]2[CH:44]=[CH:43][C:42]([NH2:45])=[CH:41][CH:40]=2)[CH2:34][CH2:33]1)=[O:31])([CH3:28])([CH3:27])[CH3:26].C(N(CC)CC)C, predict the reaction product. The product is: [C:25]([O:29][C:30]([N:32]1[CH2:38][CH2:37][CH2:36][N:35]([C:39]2[CH:44]=[CH:43][C:42]([NH:45][C:12]([C:10]3[N:11]=[C:7]([C:1]4[CH:2]=[CH:3][CH:4]=[CH:5][CH:6]=4)[O:8][C:9]=3[C:15]([F:18])([F:17])[F:16])=[O:14])=[CH:41][CH:40]=2)[CH2:34][CH2:33]1)=[O:31])([CH3:28])([CH3:26])[CH3:27].